From a dataset of Reaction yield outcomes from USPTO patents with 853,638 reactions. Predict the reaction yield, written as a fraction of the theoretical maximum amount of product (1.0 means a 100% yield; for example, 0.34 means a 34% yield). The reactants are [O:1]1[CH2:5][CH2:4][CH2:3][CH:2]1[CH2:6][OH:7].F[C:9]1[CH:10]=[C:11]([CH3:18])[CH:12]=[CH:13][C:14]=1[N+:15]([O-:17])=[O:16].[CH3:19][C:20]1[CH:26]=[CH:25][C:23]([NH2:24])=[C:22]([O:27][CH2:28][CH:29]2[CH2:33][CH2:32][CH2:31][O:30]2)[CH:21]=1.[NH2:34][C:35]1[S:36][CH:37]=[CH:38][N:39]=1. No catalyst specified. The product is [N+:15]([C:14]1[CH:13]=[CH:12][C:11]([CH3:18])=[CH:10][C:9]=1[O:7][CH2:6][CH:2]1[CH2:3][CH2:4][CH2:5][O:1]1)([O-:17])=[O:16].[CH3:19][C:20]1[CH:26]=[CH:25][C:23]([NH:24][C:6]([NH:34][C:35]2[S:36][CH:37]=[CH:38][N:39]=2)=[O:7])=[C:22]([O:27][CH2:28][CH:29]2[CH2:33][CH2:32][CH2:31][O:30]2)[CH:21]=1. The yield is 0.750.